Dataset: Ames mutagenicity test results for genotoxicity prediction. Task: Regression/Classification. Given a drug SMILES string, predict its toxicity properties. Task type varies by dataset: regression for continuous values (e.g., LD50, hERG inhibition percentage) or binary classification for toxic/non-toxic outcomes (e.g., AMES mutagenicity, cardiotoxicity, hepatotoxicity). Dataset: ames. (1) The drug is CCC(O)C=CC=CC=CC=CC=O. The result is 1 (mutagenic). (2) The molecule is CC(C)(C)c1cc(-c2ccccc2)ccc1N=O. The result is 1 (mutagenic).